Task: Predict the product of the given reaction.. Dataset: Forward reaction prediction with 1.9M reactions from USPTO patents (1976-2016) (1) The product is: [CH3:1][C:2]1[CH:7]=[CH:6][C:5]([NH:8][C:9](=[O:20])[C:10]2[CH:15]=[CH:14][CH:13]=[C:12]([C:16]([F:17])([F:18])[F:19])[CH:11]=2)=[CH:4][C:3]=1[C:21]1[CH:26]=[C:25]([N:27]2[CH2:28][CH2:29][O:30][CH2:31][C:32]2=[O:36])[C:24](=[O:33])[N:23]([CH3:34])[CH:22]=1.[C:12]([OH:42])([C:16]([F:19])([F:18])[F:17])=[O:46]. Given the reactants [CH3:1][C:2]1[CH:7]=[CH:6][C:5]([NH:8][C:9](=[O:20])[C:10]2[CH:15]=[CH:14][CH:13]=[C:12]([C:16]([F:19])([F:18])[F:17])[CH:11]=2)=[CH:4][C:3]=1[C:21]1[CH:26]=[C:25]([N:27]2[CH2:32][CH2:31][O:30][CH2:29][CH2:28]2)[C:24](=[O:33])[N:23]([CH3:34])[CH:22]=1.[Mn]([O-])(=O)(=O)=[O:36].[K+].S(=O)(O)[O-:42].[Na+].[OH2:46], predict the reaction product. (2) Given the reactants [NH2:1][C:2]1[O:6][CH:5]([C:7]2[CH:12]=[CH:11][C:10]([Cl:13])=[CH:9][CH:8]=2)[C:4](=[O:14])[C:3]=1[OH:15].C(N(CC)CC)C.[CH2:23]([S:25](Cl)(=[O:27])=[O:26])[CH3:24].[Cl-].[NH4+], predict the reaction product. The product is: [Cl:13][C:10]1[CH:9]=[CH:8][C:7]([CH:5]2[C:4](=[O:14])[C:3]([O:15][S:25]([CH2:23][CH3:24])(=[O:27])=[O:26])=[C:2]([NH2:1])[O:6]2)=[CH:12][CH:11]=1. (3) Given the reactants C(OC([CH:6]([CH2:19][CH3:20])[CH2:7][N:8]([C:14]([O:16]CC)=O)[C@H:9]([C:11]([OH:13])=[O:12])[CH3:10])=O)C.ClCCl.[NH:24]1[CH:32]2[CH:27]([CH2:28]CC[CH2:31]2)[CH2:26][CH:25]1[C:33]([OH:35])=[O:34].[C:36](N)([CH3:39])(C)C.C.[CH2:42]1COC[CH2:43]1, predict the reaction product. The product is: [CH3:28][CH2:27][CH2:26][C@H:25]([NH:24][C@H:32]([C:14]([N:8]1[C@H:9]([C:11]([OH:13])=[O:12])[CH2:10][C@H:6]2[C@@H:7]1[CH2:36][CH2:39][CH2:20][CH2:19]2)=[O:16])[CH3:31])[C:33]([O:35][CH2:42][CH3:43])=[O:34]. (4) Given the reactants [C:1]([O:5][C:6]([N:8]1[CH2:12][CH2:11][C@H:10]([N:13]([C:22]2[CH:27]=[CH:26][C:25](Br)=[CH:24][N:23]=2)[C:14]2[CH:19]=[CH:18][C:17]([F:20])=[C:16]([Cl:21])[CH:15]=2)[CH2:9]1)=[O:7])([CH3:4])([CH3:3])[CH3:2].[F:29][C:30]1[CH:35]=[CH:34][C:33](OB(O)O)=[CH:32][CH:31]=1.C(=O)([O-])[O-].[Na+].[Na+].C1(C)C=CC=CC=1, predict the reaction product. The product is: [C:1]([O:5][C:6]([N:8]1[CH2:12][CH2:11][C@H:10]([N:13]([C:14]2[CH:19]=[CH:18][C:17]([F:20])=[C:16]([Cl:21])[CH:15]=2)[C:22]2[CH:27]=[CH:26][C:25]([C:33]3[CH:34]=[CH:35][C:30]([F:29])=[CH:31][CH:32]=3)=[CH:24][N:23]=2)[CH2:9]1)=[O:7])([CH3:4])([CH3:3])[CH3:2]. (5) Given the reactants CS(C)=O.C(Cl)(=O)C(Cl)=O.[CH3:11][C:12]1[N:17]=[CH:16][C:15]([CH2:18][OH:19])=[CH:14][CH:13]=1.C(N(CC)CC)C, predict the reaction product. The product is: [CH3:11][C:12]1[CH:13]=[CH:14][C:15]([CH:18]=[O:19])=[CH:16][N:17]=1. (6) Given the reactants [C:1]1([C:7]2[N:8]=[N:9][NH:10][N:11]=2)[CH:6]=[CH:5][CH:4]=[CH:3][CH:2]=1.Br[CH2:13][C:14](=[CH2:18])[C:15](O)=[O:16].C(N(CC)CC)C.[NH:26]1[CH2:31][CH2:30][CH2:29][CH2:28][CH2:27]1.C(P1(=O)OP(CCC)(=O)OP(CCC)(=O)O1)CC, predict the reaction product. The product is: [C:1]1([C:7]2[N:8]=[N:9][N:10]([CH2:13][C:14](=[CH2:18])[C:15]([N:26]3[CH2:31][CH2:30][CH2:29][CH2:28][CH2:27]3)=[O:16])[N:11]=2)[CH:2]=[CH:3][CH:4]=[CH:5][CH:6]=1. (7) Given the reactants [CH:1]1([CH2:4][O:5][C:6]2[C:11]([N:12]3[CH2:15][C:14]([F:17])([F:16])[CH2:13]3)=[CH:10][N:9]=[C:8]([C:18]([OH:20])=O)[CH:7]=2)[CH2:3][CH2:2]1.[NH2:21][C:22]1([CH2:28][C:29]([NH2:31])=[O:30])[CH2:25][S:24](=[O:27])(=[O:26])[CH2:23]1, predict the reaction product. The product is: [NH2:31][C:29](=[O:30])[CH2:28][C:22]1([NH:21][C:18]([C:8]2[CH:7]=[C:6]([O:5][CH2:4][CH:1]3[CH2:2][CH2:3]3)[C:11]([N:12]3[CH2:13][C:14]([F:16])([F:17])[CH2:15]3)=[CH:10][N:9]=2)=[O:20])[CH2:23][S:24](=[O:26])(=[O:27])[CH2:25]1. (8) The product is: [Br:1][C:2]1[CH:3]=[C:4]([S:8][CH2:10][CH2:11][CH2:12][CH2:13][CH2:14][OH:15])[CH:5]=[CH:6][CH:7]=1. Given the reactants [Br:1][C:2]1[CH:3]=[C:4]([SH:8])[CH:5]=[CH:6][CH:7]=1.Br[CH2:10][CH2:11][CH2:12][CH2:13][CH2:14][OH:15], predict the reaction product.